From a dataset of NCI-60 drug combinations with 297,098 pairs across 59 cell lines. Regression. Given two drug SMILES strings and cell line genomic features, predict the synergy score measuring deviation from expected non-interaction effect. (1) Drug 1: CC1=C(C=C(C=C1)NC2=NC=CC(=N2)N(C)C3=CC4=NN(C(=C4C=C3)C)C)S(=O)(=O)N.Cl. Drug 2: CC1=C2C(C(=O)C3(C(CC4C(C3C(C(C2(C)C)(CC1OC(=O)C(C(C5=CC=CC=C5)NC(=O)OC(C)(C)C)O)O)OC(=O)C6=CC=CC=C6)(CO4)OC(=O)C)OC)C)OC. Cell line: U251. Synergy scores: CSS=58.3, Synergy_ZIP=5.33, Synergy_Bliss=5.57, Synergy_Loewe=-1.91, Synergy_HSA=8.42. (2) Drug 1: C1=NC2=C(N1)C(=S)N=C(N2)N. Drug 2: CN(CC1=CN=C2C(=N1)C(=NC(=N2)N)N)C3=CC=C(C=C3)C(=O)NC(CCC(=O)O)C(=O)O. Cell line: LOX IMVI. Synergy scores: CSS=52.4, Synergy_ZIP=-6.05, Synergy_Bliss=-9.81, Synergy_Loewe=-5.98, Synergy_HSA=-3.13.